From a dataset of Reaction yield outcomes from USPTO patents with 853,638 reactions. Predict the reaction yield, written as a fraction of the theoretical maximum amount of product (1.0 means a 100% yield; for example, 0.34 means a 34% yield). (1) The product is [Br:1][C:2]1[CH:3]=[CH:4][C:5]2[C:11]3[S:12][C:13]([C:15]4[N:16]([C:17]5[CH:22]=[CH:21][CH:20]=[CH:19][C:18]=5[Cl:23])[C:32](=[O:33])[NH:25][N:24]=4)=[CH:14][C:10]=3[CH2:9][CH2:8][O:7][C:6]=2[CH:26]=1. The yield is 0.920. The reactants are [Br:1][C:2]1[CH:3]=[CH:4][C:5]2[C:11]3[S:12][C:13]([C:15](=[N:24][NH2:25])[NH:16][C:17]4[CH:22]=[CH:21][CH:20]=[CH:19][C:18]=4[Cl:23])=[CH:14][C:10]=3[CH2:9][CH2:8][O:7][C:6]=2[CH:26]=1.C1N=CN([C:32](N2C=NC=C2)=[O:33])C=1. The catalyst is C1COCC1.O. (2) The reactants are Cl.C([O:10][C:11]([N:13]([CH2:46][C:47](=[O:52])[C:48]([CH3:51])([CH3:50])[CH3:49])[C:14]1[CH:19]=[CH:18][CH:17]=[CH:16][C:15]=1[N:20]([CH:40]1[CH2:45][CH2:44][CH2:43][CH2:42][CH2:41]1)[CH2:21][C@@H:22]([NH:33]C(=O)C(F)(F)F)C(OCC1C=CC=CC=1)=O)=O)(=O)C1C=CC=CC=1.C1(N2C[C@@H](NC(=O)C(F)(F)F)C(=O)N(CC(=O)C(C)(C)C)C3C=CC=CC2=3)CCCCC1. The catalyst is O. The product is [NH2:33][C@H:22]1[C:11](=[O:10])[N:13]([CH2:46][C:47](=[O:52])[C:48]([CH3:49])([CH3:50])[CH3:51])[C:14]2[CH:19]=[CH:18][CH:17]=[CH:16][C:15]=2[N:20]([CH:40]2[CH2:45][CH2:44][CH2:43][CH2:42][CH2:41]2)[CH2:21]1. The yield is 0.620. (3) The reactants are C([O:8][C:9]1[CH:14]=[C:13](/[CH:15]=[CH:16]/[N+]([O-])=O)[C:12]([N+:20]([O-])=O)=[CH:11][C:10]=1[O:23][CH3:24])C1C=CC=CC=1. The catalyst is CO.[C].[Pd]. The product is [CH3:24][O:23][C:10]1[CH:11]=[C:12]2[C:13]([CH:15]=[CH:16][NH:20]2)=[CH:14][C:9]=1[OH:8]. The yield is 0.460.